This data is from Catalyst prediction with 721,799 reactions and 888 catalyst types from USPTO. The task is: Predict which catalyst facilitates the given reaction. (1) Reactant: C([O:3][C:4](=[O:30])[CH2:5][CH:6]1[O:10][B:9]([OH:11])[C:8]2[CH:12]=[C:13]([O:16][C:17]3[CH:22]=[CH:21][CH:20]=[C:19]([CH2:23][N:24]4[CH2:29][CH2:28][O:27][CH2:26][CH2:25]4)[CH:18]=3)[CH:14]=[CH:15][C:7]1=2)C.[Li+].[OH-].[ClH:33]. Product: [ClH:33].[OH:11][B:9]1[C:8]2[CH:12]=[C:13]([O:16][C:17]3[CH:22]=[CH:21][CH:20]=[C:19]([CH2:23][N:24]4[CH2:29][CH2:28][O:27][CH2:26][CH2:25]4)[CH:18]=3)[CH:14]=[CH:15][C:7]=2[CH:6]([CH2:5][C:4]([OH:30])=[O:3])[O:10]1. The catalyst class is: 20. (2) Reactant: Cl[C:2]1[N:7]=[CH:6][N:5]=[C:4]([NH2:8])[CH:3]=1.C(N(C(C)C)CC)(C)C.[C@H:18]12[CH2:24][C@H:21]([NH:22][CH2:23]1)[CH2:20][N:19]2[C:25]([O:27][C:28]([CH3:31])([CH3:30])[CH3:29])=[O:26]. Product: [NH2:8][C:4]1[N:5]=[CH:6][N:7]=[C:2]([N:22]2[CH2:23][C@@H:18]3[CH2:24][C@H:21]2[CH2:20][N:19]3[C:25]([O:27][C:28]([CH3:31])([CH3:30])[CH3:29])=[O:26])[CH:3]=1. The catalyst class is: 51. (3) Reactant: Br[C:2]1[CH:7]=[C:6]([S:8]([CH3:10])=[O:9])[C:5](Br)=[CH:4][C:3]=1[S:12]([CH3:14])=[O:13].[CH2:15]([C:18]1[S:19][C:20]([Sn](C)(C)C)=[CH:21][CH:22]=1)[CH2:16][CH3:17]. Product: [CH3:14][S:12]([C:3]1[CH:4]=[C:5]([C:20]2[S:19][C:18]([CH2:15][CH2:16][CH3:17])=[CH:22][CH:21]=2)[C:6]([S:8]([CH3:10])=[O:9])=[CH:7][C:2]=1[C:20]1[S:19][C:18]([CH2:15][CH2:16][CH3:17])=[CH:22][CH:21]=1)=[O:13]. The catalyst class is: 73. (4) Reactant: Br[C:2]1[C:10]2[C:5](=[N:6][CH:7]=[CH:8][C:9]=2[O:11][C:12]2[CH:17]=[CH:16][C:15]([NH:18][C:19](=[O:21])[CH3:20])=[CH:14][C:13]=2[F:22])[N:4]([S:23]([C:26]2[CH:31]=[CH:30][C:29]([CH3:32])=[CH:28][CH:27]=2)(=[O:25])=[O:24])[CH:3]=1.C(=O)([O-])[O-].[K+].[K+].[CH:39](B(OCCCC)OCCCC)=[CH2:40].C(=O)(O)[O-].[Na+]. Product: [F:22][C:13]1[CH:14]=[C:15]([NH:18][C:19](=[O:21])[CH3:20])[CH:16]=[CH:17][C:12]=1[O:11][C:9]1[CH:8]=[CH:7][N:6]=[C:5]2[N:4]([S:23]([C:26]3[CH:31]=[CH:30][C:29]([CH3:32])=[CH:28][CH:27]=3)(=[O:25])=[O:24])[CH:3]=[C:2]([CH:39]=[CH2:40])[C:10]=12. The catalyst class is: 3. (5) Reactant: [CH:1]1([CH:7]([C:19]2[CH:23]=[C:22]([CH:24]3[CH2:29][CH2:28][CH2:27][CH2:26][CH2:25]3)[S:21][C:20]=2[CH2:30][CH3:31])[O:8][C:9]2[CH:18]=[CH:17][C:12]([C:13]([O:15]C)=[O:14])=[CH:11][CH:10]=2)[CH2:6][CH2:5][CH2:4][CH2:3][CH2:2]1.O1CCCC1.[OH-].[Na+]. Product: [CH:1]1([CH:7]([C:19]2[CH:23]=[C:22]([CH:24]3[CH2:29][CH2:28][CH2:27][CH2:26][CH2:25]3)[S:21][C:20]=2[CH2:30][CH3:31])[O:8][C:9]2[CH:10]=[CH:11][C:12]([C:13]([OH:15])=[O:14])=[CH:17][CH:18]=2)[CH2:2][CH2:3][CH2:4][CH2:5][CH2:6]1. The catalyst class is: 8. (6) Reactant: CC(C[AlH]CC(C)C)C.[Br:10][C:11]1[CH:16]=[CH:15][C:14]([C:17]([C:24]2[CH:29]=[CH:28][C:27]([Br:30])=[CH:26][CH:25]=2)=[CH:18][C:19](OCC)=[O:20])=[CH:13][CH:12]=1.Cl. Product: [Br:10][C:11]1[CH:16]=[CH:15][C:14]([C:17]([C:24]2[CH:25]=[CH:26][C:27]([Br:30])=[CH:28][CH:29]=2)=[CH:18][CH2:19][OH:20])=[CH:13][CH:12]=1. The catalyst class is: 93. (7) Reactant: [F:1][C:2]1[CH:7]=[C:6]([F:8])[CH:5]=[CH:4][C:3]=1[C:9]1[CH:14]=[C:13]([N:15]2[CH2:20][CH2:19][N:18](C(OC(C)(C)C)=O)[CH2:17][CH2:16]2)[CH:12]=[CH:11][N:10]=1.C(OCC)(=O)C.Cl. Product: [F:1][C:2]1[CH:7]=[C:6]([F:8])[CH:5]=[CH:4][C:3]=1[C:9]1[CH:14]=[C:13]([N:15]2[CH2:16][CH2:17][NH:18][CH2:19][CH2:20]2)[CH:12]=[CH:11][N:10]=1. The catalyst class is: 13. (8) Product: [Br:7][C:8]1[CH:9]=[CH:10][C:11]2[C:12]3[N:20]([CH2:21][CH2:22][CH2:23][NH:24][C:25](=[O:31])[O:26][C:27]([CH3:29])([CH3:28])[CH3:30])[C:19]([S:34]([CH3:39])(=[O:37])=[O:35])=[N:18][C:13]=3[CH:14]=[N:15][C:16]=2[CH:17]=1. Reactant: [Mn]([O-])(=O)(=O)=O.[K+].[Br:7][C:8]1[CH:9]=[CH:10][C:11]2[C:12]3[N:20]([CH2:21][CH2:22][CH2:23][NH:24][C:25](=[O:31])[O:26][C:27]([CH3:30])([CH3:29])[CH3:28])[C:19](SC)=[N:18][C:13]=3[CH:14]=[N:15][C:16]=2[CH:17]=1.[S:34](=[O:37])(O)[O-:35].[Na+].[C:39](O)(=O)C. The catalyst class is: 6. (9) Reactant: [CH3:1][N:2](C(ON1N=NC2C=CC=NC1=2)=[N+](C)C)C.F[P-](F)(F)(F)(F)F.[Br:25][C:26]1[CH:27]=[C:28]([N:32]([C:37]2[C:55]([CH:56]3[CH2:58][CH2:57]3)=[CH:54][C:40]3[C:41]([C:51](O)=[O:52])=[C:42]([C:44]4[CH:49]=[CH:48][C:47]([F:50])=[CH:46][CH:45]=4)[O:43][C:39]=3[CH:38]=2)[S:33]([CH3:36])(=[O:35])=[O:34])[CH:29]=[CH:30][CH:31]=1.Cl.CN.CCN(C(C)C)C(C)C. Product: [Br:25][C:26]1[CH:27]=[C:28]([N:32]([C:37]2[C:55]([CH:56]3[CH2:58][CH2:57]3)=[CH:54][C:40]3[C:41]([C:51]([NH:2][CH3:1])=[O:52])=[C:42]([C:44]4[CH:49]=[CH:48][C:47]([F:50])=[CH:46][CH:45]=4)[O:43][C:39]=3[CH:38]=2)[S:33]([CH3:36])(=[O:35])=[O:34])[CH:29]=[CH:30][CH:31]=1. The catalyst class is: 31.